Dataset: Forward reaction prediction with 1.9M reactions from USPTO patents (1976-2016). Task: Predict the product of the given reaction. Given the reactants [CH2:1]([O:3][C:4]1[CH:12]=[C:11]2[C:7]([CH:8]=[N:9][NH:10]2)=[CH:6][C:5]=1[NH:13][C:14]1[C:15]2[C:22]3[CH2:23][CH2:24][CH:25]([C:27]([OH:29])=O)[CH2:26][C:21]=3[S:20][C:16]=2[N:17]=[CH:18][N:19]=1)[CH3:2].[CH3:30][NH:31][CH:32]([CH3:34])[CH3:33], predict the reaction product. The product is: [CH2:1]([O:3][C:4]1[CH:12]=[C:11]2[C:7]([CH:8]=[N:9][NH:10]2)=[CH:6][C:5]=1[NH:13][C:14]1[C:15]2[C:22]3[CH2:23][CH2:24][CH:25]([C:27]([N:31]([CH:32]([CH3:34])[CH3:33])[CH3:30])=[O:29])[CH2:26][C:21]=3[S:20][C:16]=2[N:17]=[CH:18][N:19]=1)[CH3:2].